From a dataset of Reaction yield outcomes from USPTO patents with 853,638 reactions. Predict the reaction yield, written as a fraction of the theoretical maximum amount of product (1.0 means a 100% yield; for example, 0.34 means a 34% yield). The product is [Br:12][C:6]1[CH:7]=[C:8]([N+:9]([O-:11])=[O:10])[C:2]([F:1])=[CH:3][C:4]=1[NH2:5]. The yield is 0.900. The reactants are [F:1][C:2]1[CH:3]=[C:4]([CH:6]=[CH:7][C:8]=1[N+:9]([O-:11])=[O:10])[NH2:5].[Br:12]Br.[OH-].[Na+]. The catalyst is CC(O)=O.C(Cl)(Cl)Cl.